This data is from Forward reaction prediction with 1.9M reactions from USPTO patents (1976-2016). The task is: Predict the product of the given reaction. Given the reactants [N+:1]([C:4]1[CH:5]=[CH:6][C:7]2[S:11][CH:10]=[CH:9][C:8]=2[CH:12]=1)([O-:3])=[O:2].[ClH:13].[CH2:14]=O.S(=O)(=O)(O)O, predict the reaction product. The product is: [N+:1]([C:4]1[CH:5]=[CH:6][C:7]2[S:11][CH:10]=[C:9]([CH2:14][Cl:13])[C:8]=2[CH:12]=1)([O-:3])=[O:2].